Task: Regression. Given two drug SMILES strings and cell line genomic features, predict the synergy score measuring deviation from expected non-interaction effect.. Dataset: NCI-60 drug combinations with 297,098 pairs across 59 cell lines (1) Drug 1: C1=NC2=C(N=C(N=C2N1C3C(C(C(O3)CO)O)F)Cl)N. Drug 2: C1C(C(OC1N2C=NC3=C2NC=NCC3O)CO)O. Cell line: NCI-H226. Synergy scores: CSS=1.39, Synergy_ZIP=-1.39, Synergy_Bliss=-3.71, Synergy_Loewe=0.0491, Synergy_HSA=-2.26. (2) Drug 1: CC12CCC3C(C1CCC2O)C(CC4=C3C=CC(=C4)O)CCCCCCCCCS(=O)CCCC(C(F)(F)F)(F)F. Drug 2: COCCOC1=C(C=C2C(=C1)C(=NC=N2)NC3=CC=CC(=C3)C#C)OCCOC.Cl. Cell line: HCT-15. Synergy scores: CSS=5.94, Synergy_ZIP=-1.53, Synergy_Bliss=-5.59, Synergy_Loewe=-2.46, Synergy_HSA=-3.03. (3) Drug 1: CCN(CC)CCNC(=O)C1=C(NC(=C1C)C=C2C3=C(C=CC(=C3)F)NC2=O)C. Drug 2: C1CN(CCN1C(=O)CCBr)C(=O)CCBr. Cell line: HS 578T. Synergy scores: CSS=12.5, Synergy_ZIP=-4.43, Synergy_Bliss=-4.92, Synergy_Loewe=-1.78, Synergy_HSA=-1.60. (4) Drug 1: CC1=C(C=C(C=C1)C(=O)NC2=CC(=CC(=C2)C(F)(F)F)N3C=C(N=C3)C)NC4=NC=CC(=N4)C5=CN=CC=C5. Drug 2: C1=NNC2=C1C(=O)NC=N2. Cell line: IGROV1. Synergy scores: CSS=3.06, Synergy_ZIP=-2.24, Synergy_Bliss=-0.466, Synergy_Loewe=0.159, Synergy_HSA=0.159. (5) Drug 1: C1=NC2=C(N=C(N=C2N1C3C(C(C(O3)CO)O)O)F)N. Drug 2: CN(CCCl)CCCl.Cl. Cell line: MCF7. Synergy scores: CSS=10.7, Synergy_ZIP=-2.07, Synergy_Bliss=1.29, Synergy_Loewe=-8.86, Synergy_HSA=-0.0112.